This data is from Full USPTO retrosynthesis dataset with 1.9M reactions from patents (1976-2016). The task is: Predict the reactants needed to synthesize the given product. Given the product [CH2:25]([O:24][C:22](=[O:23])[CH2:21][N:6]1[C:5]2([CH2:7][CH2:8][CH2:9][CH2:10][CH2:11]2)[N:4]=[C:3]([C:12]2[CH:13]=[CH:14][C:15]([C:16]#[N:17])=[CH:18][CH:19]=2)[C:2]1=[O:1])[CH3:26], predict the reactants needed to synthesize it. The reactants are: [O:1]=[C:2]1[NH:6][C:5]2([CH2:11][CH2:10][CH2:9][CH2:8][CH2:7]2)[N:4]=[C:3]1[C:12]1[CH:19]=[CH:18][C:15]([C:16]#[N:17])=[CH:14][CH:13]=1.Br[CH2:21][C:22]([O:24][CH2:25][CH3:26])=[O:23].C(=O)([O-])[O-].[K+].[K+].